Dataset: Reaction yield outcomes from USPTO patents with 853,638 reactions. Task: Predict the reaction yield, written as a fraction of the theoretical maximum amount of product (1.0 means a 100% yield; for example, 0.34 means a 34% yield). (1) The reactants are [CH3:1][CH:2]([CH3:21])[CH2:3][CH:4]([C:12]1[CH:20]=[CH:19][C:15]([C:16]([OH:18])=O)=[CH:14][CH:13]=1)[O:5][C:6]1[CH:11]=[CH:10][CH:9]=[CH:8][CH:7]=1.F[P-](F)(F)(F)(F)F.N1(OC(N(C)C)=[N+](C)C)C2N=CC=CC=2N=N1.C(N(CC)CC)C.[NH2:53][CH2:54][C:55]1[C:56]([OH:63])=[N:57][C:58]([CH3:62])=[CH:59][C:60]=1[CH3:61]. The catalyst is ClCCl.O. The product is [OH:63][C:56]1[C:55]([CH2:54][NH:53][C:16](=[O:18])[C:15]2[CH:14]=[CH:13][C:12]([CH:4]([O:5][C:6]3[CH:7]=[CH:8][CH:9]=[CH:10][CH:11]=3)[CH2:3][CH:2]([CH3:1])[CH3:21])=[CH:20][CH:19]=2)=[C:60]([CH3:61])[CH:59]=[C:58]([CH3:62])[N:57]=1. The yield is 0.520. (2) The reactants are [N:1]1([CH2:6][CH2:7][O:8][C:9]2[CH:14]=[C:13]([NH:15][C@@H:16]3[CH2:21][CH2:20][C@H:19]([C:22]([NH:24][CH:25]([CH3:27])[CH3:26])=[O:23])[CH2:18][CH2:17]3)[C:12]([NH2:28])=[CH:11][N:10]=2)[CH:5]=[N:4][CH:3]=[N:2]1.[F:29][C:30]1[CH:64]=[CH:63][C:33]([C:34](/[N:36]=[C:37]2/N([C@H]3CC[C@@H](C(=O)NC(C)C)CC3)C3C=C(OCCOC)N=CC=3N/2)=[O:35])=[CH:32][CH:31]=1. The product is [N:1]1([CH2:6][CH2:7][O:8][C:9]2[N:10]=[CH:11][C:12]3[NH:28]/[C:37](=[N:36]\[C:34](=[O:35])[C:33]4[CH:63]=[CH:64][C:30]([F:29])=[CH:31][CH:32]=4)/[N:15]([C@H:16]4[CH2:17][CH2:18][C@@H:19]([C:22](=[O:23])[NH:24][CH:25]([CH3:26])[CH3:27])[CH2:20][CH2:21]4)[C:13]=3[CH:14]=2)[CH:5]=[N:4][CH:3]=[N:2]1. No catalyst specified. The yield is 0.430.